Dataset: Reaction yield outcomes from USPTO patents with 853,638 reactions. Task: Predict the reaction yield, written as a fraction of the theoretical maximum amount of product (1.0 means a 100% yield; for example, 0.34 means a 34% yield). (1) The reactants are [F:1][C:2]1[CH:7]=[CH:6][C:5]([C:8]2[S:12][C:11]([CH:13]=[O:14])=[N:10][CH:9]=2)=[CH:4][CH:3]=1.[CH3:15][CH2:16][Mg+].[Br-]. No catalyst specified. The product is [F:1][C:2]1[CH:3]=[CH:4][C:5]([C:8]2[S:12][C:11]([CH:13]([OH:14])[CH2:15][CH3:16])=[N:10][CH:9]=2)=[CH:6][CH:7]=1. The yield is 0.730. (2) The reactants are [Br:1][C:2]1[CH:3]=[C:4]2[C:8](=[CH:9][C:10]=1[OH:11])[C:7](=[O:12])[CH2:6][CH2:5]2.[C:13](=O)([O-])[O-].[K+].[K+].IC.CC(C)=O. The catalyst is C(OCC)(=O)C. The product is [Br:1][C:2]1[CH:3]=[C:4]2[C:8](=[CH:9][C:10]=1[O:11][CH3:13])[C:7](=[O:12])[CH2:6][CH2:5]2. The yield is 0.720.